From a dataset of hERG Central: cardiac toxicity at 1µM, 10µM, and general inhibition. Predict hERG channel inhibition at various concentrations. (1) The compound is Cc1cc(C)nc(-n2nc(C)cc2NC(=O)CNC(C)c2ccccc2)n1. Results: hERG_inhib (hERG inhibition (general)): blocker. (2) The molecule is Cc1ccc(CN2CCN(Cc3cccc4c3OCO4)CC2CCO)cc1. Results: hERG_inhib (hERG inhibition (general)): blocker. (3) The compound is Cc1cc(C)c(NC(=O)CN(C)C(C)C(=O)N2CCc3ccccc32)c(C)c1. Results: hERG_inhib (hERG inhibition (general)): blocker. (4) Results: hERG_inhib (hERG inhibition (general)): blocker. The molecule is Cc1ccn2cc(CCNC(=O)c3ccc(Br)o3)nc2c1. (5) The molecule is COCCOC(=O)c1c(N)n(CCCN2CCOCC2)c2nc3ccccc3nc12. Results: hERG_inhib (hERG inhibition (general)): blocker. (6) The compound is CC(Sc1ccc(Cl)cc1)C(=O)NCC(c1ccco1)N1CCCCC1. Results: hERG_inhib (hERG inhibition (general)): blocker. (7) The compound is Cc1cccn2c(=O)c3cc(C#N)c(=NC(=O)c4cccs4)n(CCCOC(C)C)c3nc12. Results: hERG_inhib (hERG inhibition (general)): blocker.